This data is from Reaction yield outcomes from USPTO patents with 853,638 reactions. The task is: Predict the reaction yield, written as a fraction of the theoretical maximum amount of product (1.0 means a 100% yield; for example, 0.34 means a 34% yield). (1) The reactants are [Cl:1][C:2]1[CH:7]=[C:6]([CH3:8])[C:5]([O:9][CH2:10]C(O)=O)=[C:4]([CH:14]=O)[CH:3]=1.C([O-])(=O)C.[Na+].[OH-].[Na+]. The catalyst is C(OC(=O)C)(=O)C.C1(C)C=CC=CC=1.O. The product is [Cl:1][C:2]1[CH:3]=[C:4]([CH3:14])[C:5]2[O:9][CH:10]=[CH:8][C:6]=2[CH:7]=1. The yield is 0.150. (2) The reactants are Cl.[C:2]([NH2:5])(=[NH:4])[CH3:3].C[O-].[Na+].[C:9]([C:11]1[CH:16]=[CH:15][CH:14]=[CH:13][C:12]=1[C:17]1[CH:22]=[CH:21][C:20]([CH2:23][CH:24]([C:30](=O)[CH2:31][CH2:32][CH3:33])[C:25](OCC)=[O:26])=[C:19]([F:35])[CH:18]=1)#[N:10].[Cl-].[NH4+]. The catalyst is CO.C(OCC)(=O)C. The product is [F:35][C:19]1[CH:18]=[C:17]([C:12]2[C:11]([C:9]#[N:10])=[CH:16][CH:15]=[CH:14][CH:13]=2)[CH:22]=[CH:21][C:20]=1[CH2:23][C:24]1[C:25](=[O:26])[NH:5][C:2]([CH3:3])=[N:4][C:30]=1[CH2:31][CH2:32][CH3:33]. The yield is 0.780. (3) The reactants are [Cl:1][C:2]1[CH:3]=[C:4]([C:9](=[O:11])[CH3:10])[CH:5]=[C:6]([CH3:8])[CH:7]=1.[Cl-].[NH4+]. The catalyst is O1CCCC1.CSC.B. The product is [Cl:1][C:2]1[CH:3]=[C:4]([C@@H:9]([OH:11])[CH3:10])[CH:5]=[C:6]([CH3:8])[CH:7]=1. The yield is 0.940. (4) The reactants are Br[C:2]1[CH:3]=[C:4]([N:22]([CH2:29][CH3:30])[CH:23]2[CH2:28][CH2:27][O:26][CH2:25][CH2:24]2)[C:5]([CH3:21])=[C:6]([CH:20]=1)[C:7]([NH:9][CH2:10][C:11]1[C:12](=[O:19])[NH:13][C:14]([CH3:18])=[CH:15][C:16]=1[CH3:17])=[O:8].[F:31][C:32]1[CH:37]=[C:36]([CH:38]=[O:39])[CH:35]=[CH:34][C:33]=1B(O)O.C([O-])([O-])=O.[Na+].[Na+]. The catalyst is O1CCOCC1.O.C1C=CC([P]([Pd]([P](C2C=CC=CC=2)(C2C=CC=CC=2)C2C=CC=CC=2)([P](C2C=CC=CC=2)(C2C=CC=CC=2)C2C=CC=CC=2)[P](C2C=CC=CC=2)(C2C=CC=CC=2)C2C=CC=CC=2)(C2C=CC=CC=2)C2C=CC=CC=2)=CC=1. The product is [CH3:17][C:16]1[CH:15]=[C:14]([CH3:18])[NH:13][C:12](=[O:19])[C:11]=1[CH2:10][NH:9][C:7]([C:6]1[CH:20]=[C:2]([C:33]2[CH:34]=[CH:35][C:36]([CH:38]=[O:39])=[CH:37][C:32]=2[F:31])[CH:3]=[C:4]([N:22]([CH2:29][CH3:30])[CH:23]2[CH2:28][CH2:27][O:26][CH2:25][CH2:24]2)[C:5]=1[CH3:21])=[O:8]. The yield is 0.910.